The task is: Predict which catalyst facilitates the given reaction.. This data is from Catalyst prediction with 721,799 reactions and 888 catalyst types from USPTO. Product: [Cl:19][C:17]1[C:16]([N:20]2[CH2:25][CH2:24][N:23]([C:26]3[CH:31]=[CH:30][CH:29]=[CH:28][N:27]=3)[CH2:22][CH2:21]2)=[C:15]([F:32])[CH:14]=[C:13]2[C:18]=1[N:9]([C:6]1[CH:5]=[CH:4][C:3]([CH2:2][NH:44][CH:39]3[CH2:43][CH2:42][CH2:41][CH2:40]3)=[CH:8][CH:7]=1)[CH:10]=[C:11]([C:34]([O:36][CH2:37][CH3:38])=[O:35])[C:12]2=[O:33]. Reactant: Br[CH2:2][C:3]1[CH:8]=[CH:7][C:6]([N:9]2[C:18]3[C:13](=[CH:14][C:15]([F:32])=[C:16]([N:20]4[CH2:25][CH2:24][N:23]([C:26]5[CH:31]=[CH:30][CH:29]=[CH:28][N:27]=5)[CH2:22][CH2:21]4)[C:17]=3[Cl:19])[C:12](=[O:33])[C:11]([C:34]([O:36][CH2:37][CH3:38])=[O:35])=[CH:10]2)=[CH:5][CH:4]=1.[CH:39]1([NH2:44])[CH2:43][CH2:42][CH2:41][CH2:40]1. The catalyst class is: 2.